From a dataset of Catalyst prediction with 721,799 reactions and 888 catalyst types from USPTO. Predict which catalyst facilitates the given reaction. (1) Reactant: Cl[C:2]1[N:3]=[N:4][C:5]([CH2:10][C:11]2[CH:16]=[CH:15][N:14]=[CH:13][CH:12]=2)=[C:6]([CH3:9])[C:7]=1[CH3:8].[Cl:17][C:18]1[CH:19]=[C:20]([CH:22]=[CH:23][CH:24]=1)[NH2:21]. Product: [Cl:17][C:18]1[CH:19]=[C:20]([CH:22]=[CH:23][CH:24]=1)[NH:21][C:2]1[N:3]=[N:4][C:5]([CH2:10][C:11]2[CH:16]=[CH:15][N:14]=[CH:13][CH:12]=2)=[C:6]([CH3:9])[C:7]=1[CH3:8]. The catalyst class is: 61. (2) Reactant: [CH3:1][S:2]([C:5]1[CH:6]=[C:7]([CH2:13][N:14]2[CH2:19][CH2:18][CH:17]([CH2:20][CH2:21][C:22]3[CH:27]=[CH:26][CH:25]=[CH:24][C:23]=3[O:28][CH2:29][CH:30]3[CH2:35][CH2:34][CH2:33][CH2:32][CH2:31]3)[CH2:16][CH2:15]2)[C:8]([O:11]C)=[N:9][CH:10]=1)(=[O:4])=[O:3].S(Cl)(Cl)=O.C(=O)([O-])[O-].[Na+].[Na+]. Product: [CH3:1][S:2]([C:5]1[CH:6]=[C:7]([CH2:13][N:14]2[CH2:19][CH2:18][CH:17]([CH2:20][CH2:21][C:22]3[CH:27]=[CH:26][CH:25]=[CH:24][C:23]=3[O:28][CH2:29][CH:30]3[CH2:35][CH2:34][CH2:33][CH2:32][CH2:31]3)[CH2:16][CH2:15]2)[C:8](=[O:11])[NH:9][CH:10]=1)(=[O:3])=[O:4]. The catalyst class is: 8.